From a dataset of NCI-60 drug combinations with 297,098 pairs across 59 cell lines. Regression. Given two drug SMILES strings and cell line genomic features, predict the synergy score measuring deviation from expected non-interaction effect. Drug 1: CN(CCCl)CCCl.Cl. Drug 2: C1CCC(C(C1)N)N.C(=O)(C(=O)[O-])[O-].[Pt+4]. Cell line: PC-3. Synergy scores: CSS=29.9, Synergy_ZIP=-7.75, Synergy_Bliss=-0.809, Synergy_Loewe=2.39, Synergy_HSA=3.79.